Task: Predict the product of the given reaction.. Dataset: Forward reaction prediction with 1.9M reactions from USPTO patents (1976-2016) (1) Given the reactants [O:1]=[C:2]1[C:7]([C:8]([OH:10])=[O:9])=[CH:6][CH:5]=[CH:4][N:3]1[C:11]1[CH:16]=[CH:15][CH:14]=[CH:13][CH:12]=1.[I:17]N1C(=O)CCC1=O.O, predict the reaction product. The product is: [I:17][C:5]1[CH:6]=[C:7]([C:8]([OH:10])=[O:9])[C:2](=[O:1])[N:3]([C:11]2[CH:16]=[CH:15][CH:14]=[CH:13][CH:12]=2)[CH:4]=1. (2) Given the reactants [H-].[Na+].[C:3]([O:7][C:8]([N:10]1[CH2:15][CH2:14][N:13]([C:16]2[CH:24]=[CH:23][C:22]([Br:25])=[C:21]3[C:17]=2[CH:18]=[CH:19][NH:20]3)[CH2:12][CH2:11]1)=[O:9])([CH3:6])([CH3:5])[CH3:4].[Cl:26][C:27]1[CH:28]=[C:29]([S:33](Cl)(=[O:35])=[O:34])[CH:30]=[CH:31][CH:32]=1.CN(C=O)C, predict the reaction product. The product is: [C:3]([O:7][C:8]([N:10]1[CH2:11][CH2:12][N:13]([C:16]2[CH:24]=[CH:23][C:22]([Br:25])=[C:21]3[C:17]=2[CH:18]=[CH:19][N:20]3[S:33]([C:29]2[CH:30]=[CH:31][CH:32]=[C:27]([Cl:26])[CH:28]=2)(=[O:35])=[O:34])[CH2:14][CH2:15]1)=[O:9])([CH3:6])([CH3:4])[CH3:5]. (3) Given the reactants [N:1]1([C:7]2[CH:12]=[CH:11][C:10]([NH:13][C:14]([C:16]3[CH:25]=[C:24](Cl)[C:23]4[C:18](=[C:19]([Br:29])[CH:20]=[C:21]([O:27][CH3:28])[CH:22]=4)[N:17]=3)=[O:15])=[CH:9][CH:8]=2)[CH2:6][CH2:5][O:4][CH2:3][CH2:2]1.[CH3:30][NH:31][CH3:32], predict the reaction product. The product is: [N:1]1([C:7]2[CH:12]=[CH:11][C:10]([NH:13][C:14]([C:16]3[CH:25]=[C:24]([N:31]([CH3:32])[CH3:30])[C:23]4[C:18](=[C:19]([Br:29])[CH:20]=[C:21]([O:27][CH3:28])[CH:22]=4)[N:17]=3)=[O:15])=[CH:9][CH:8]=2)[CH2:6][CH2:5][O:4][CH2:3][CH2:2]1. (4) Given the reactants [Br:1][C:2]1[CH:3]=[N:4][C:5]([C:8]2[N:9](O)[C:10]3[C:15]([C:16]=2[CH:17]2[CH2:21][CH2:20][CH2:19][CH2:18]2)=[CH:14][CH:13]=[C:12]([C:22]([NH:24][C:25]2([C:29]4[N:33]([CH3:34])[C:32]5[CH:35]=[C:36](/[CH:39]=[CH:40]/[C:41]([O:43]CCCC)=[O:42])[CH:37]=[CH:38][C:31]=5[N:30]=4)[CH2:28][CH2:27][CH2:26]2)=[O:23])[CH:11]=3)=[N:6][CH:7]=1.CO.[OH-].[Na+].[C:53](O)(=O)C, predict the reaction product. The product is: [Br:1][C:2]1[CH:7]=[N:6][C:5]([C:8]2[N:9]([CH3:53])[C:10]3[C:15]([C:16]=2[CH:17]2[CH2:18][CH2:19][CH2:20][CH2:21]2)=[CH:14][CH:13]=[C:12]([C:22]([NH:24][C:25]2([C:29]4[N:33]([CH3:34])[C:32]5[CH:35]=[C:36](/[CH:39]=[CH:40]/[C:41]([OH:43])=[O:42])[CH:37]=[CH:38][C:31]=5[N:30]=4)[CH2:28][CH2:27][CH2:26]2)=[O:23])[CH:11]=3)=[N:4][CH:3]=1. (5) Given the reactants [CH2:1]([C:4]1[C:5]([Cl:11])=[N:6][CH:7]=[N:8][C:9]=1Cl)[CH:2]=[CH2:3].[C:12]1([CH3:19])[CH:17]=[CH:16][CH:15]=[C:14]([NH2:18])[CH:13]=1, predict the reaction product. The product is: [CH2:1]([C:4]1[C:9]([NH:18][C:14]2[CH:13]=[C:12]([CH3:19])[CH:17]=[CH:16][CH:15]=2)=[N:8][CH:7]=[N:6][C:5]=1[Cl:11])[CH:2]=[CH2:3]. (6) Given the reactants [CH3:1][N:2]([CH3:19])[S:3]([C:6]1[CH:11]=[CH:10][C:9]([C:12](=O)[CH2:13][C:14](OC)=[O:15])=[CH:8][CH:7]=1)(=[O:5])=[O:4].S([O-])([O-])(=O)=O.[CH3:25][NH2+:26][NH3+:27].C(N(CC)CC)C, predict the reaction product. The product is: [OH:15][C:14]1[N:26]([CH3:25])[N:27]=[C:12]([C:9]2[CH:10]=[CH:11][C:6]([S:3]([N:2]([CH3:19])[CH3:1])(=[O:5])=[O:4])=[CH:7][CH:8]=2)[CH:13]=1. (7) Given the reactants [Zn:1].C[Si](C)(C)[Cl:4].C1(CCC(=O)CCC)C=CC=CC=1.C(=O)C1C=CC=CC=1.CC(=O)CCC.C1(C=CC(=O)CCC)C=CC=CC=1.[Br:47]CC(OC)=O.[N:53]12[CH2:60][CH2:59][N:56]([CH2:57][CH2:58]1)[CH2:55][CH2:54]2, predict the reaction product. The product is: [Cl-:4].[Br-:47].[Zn+2:1].[N:53]12[CH2:60][CH2:59][N:56]([CH2:57][CH2:58]1)[CH2:55][CH2:54]2.